This data is from Full USPTO retrosynthesis dataset with 1.9M reactions from patents (1976-2016). The task is: Predict the reactants needed to synthesize the given product. Given the product [CH2:1]([N:4]([C:5]1[C:6]([Br:11])=[N:7][CH:8]=[CH:9][CH:10]=1)[C:17](=[O:18])[O:16][C:13]([CH3:15])([CH3:14])[CH3:12])[CH:2]=[CH2:3], predict the reactants needed to synthesize it. The reactants are: [CH2:1]([NH:4][C:5]1[C:6]([Br:11])=[N:7][CH:8]=[CH:9][CH:10]=1)[CH:2]=[CH2:3].[CH3:12][C:13]([O:16][C:17](O[C:17]([O:16][C:13]([CH3:15])([CH3:14])[CH3:12])=[O:18])=[O:18])([CH3:15])[CH3:14].